Dataset: Peptide-MHC class II binding affinity with 134,281 pairs from IEDB. Task: Regression. Given a peptide amino acid sequence and an MHC pseudo amino acid sequence, predict their binding affinity value. This is MHC class II binding data. (1) The MHC is DRB1_0101 with pseudo-sequence DRB1_0101. The peptide sequence is VSSKRNLADAVSKAP. The binding affinity (normalized) is 0.380. (2) The peptide sequence is EKKYFAALQFEPLAA. The MHC is DRB1_1001 with pseudo-sequence DRB1_1001. The binding affinity (normalized) is 0.894. (3) The peptide sequence is LEAAVKQAYAATIAA. The MHC is HLA-DPA10201-DPB10101 with pseudo-sequence HLA-DPA10201-DPB10101. The binding affinity (normalized) is 0.244. (4) The MHC is DRB1_0404 with pseudo-sequence DRB1_0404. The binding affinity (normalized) is 0.771. The peptide sequence is FQEFMIVPSGAPSFT.